From a dataset of Full USPTO retrosynthesis dataset with 1.9M reactions from patents (1976-2016). Predict the reactants needed to synthesize the given product. (1) Given the product [CH3:9][N:10]([CH3:15])[S:11]([N:7]1[CH:8]=[C:4]([Br:3])[N:5]=[CH:6]1)(=[O:13])=[O:12], predict the reactants needed to synthesize it. The reactants are: [H-].[Na+].[Br:3][C:4]1[N:5]=[CH:6][NH:7][CH:8]=1.[CH3:9][N:10]([CH3:15])[S:11](Cl)(=[O:13])=[O:12]. (2) Given the product [Cl:16][C:17]1[CH:22]=[CH:21][CH:20]=[CH:19][C:18]=1[S:23]([N:9]1[CH2:8][CH2:7][C:6]2([C:4](=[O:5])[N:38]([C:34]3[CH:33]=[CH:32][C:31]4[C:36](=[CH:37][N:29]([CH2:27][CH3:28])[N:30]=4)[CH:35]=3)[CH2:13][CH2:12]2)[CH2:11][CH2:10]1)(=[O:25])=[O:24], predict the reactants needed to synthesize it. The reactants are: C(O[C:4]([C:6]1([CH2:12][CH2:13]OC)[CH2:11][CH2:10][NH:9][CH2:8][CH2:7]1)=[O:5])C.[Cl:16][C:17]1[CH:22]=[CH:21][CH:20]=[CH:19][C:18]=1[S:23](Cl)(=[O:25])=[O:24].[CH2:27]([N:29]1[CH:37]=[C:36]2[C:31]([CH:32]=[CH:33][C:34]([NH2:38])=[CH:35]2)=[N:30]1)[CH3:28]. (3) Given the product [CH3:13][C:14]1[CH:19]=[CH:18][C:17]([S:20]([NH:12][C:9]2[NH:10][N:11]=[C:7]([C:1]3[CH:2]=[CH:3][CH:4]=[CH:5][CH:6]=3)[N:8]=2)(=[O:22])=[O:21])=[CH:16][CH:15]=1, predict the reactants needed to synthesize it. The reactants are: [C:1]1([C:7]2[NH:8][C:9]([NH2:12])=[N:10][N:11]=2)[CH:6]=[CH:5][CH:4]=[CH:3][CH:2]=1.[CH3:13][C:14]1[CH:19]=[CH:18][C:17]([S:20](Cl)(=[O:22])=[O:21])=[CH:16][CH:15]=1.CCOC(C)=O. (4) Given the product [NH2:1][C:2]1[CH:7]=[CH:6][C:5]([Br:8])=[CH:4][C:3]=1[CH:9]([NH:10][S:11]([C:13]([CH3:16])([CH3:15])[CH3:14])=[O:12])[C:17]1[CH:18]=[CH:19][C:20]([Cl:23])=[CH:21][CH:22]=1, predict the reactants needed to synthesize it. The reactants are: [NH2:1][C:2]1[CH:7]=[CH:6][C:5]([Br:8])=[CH:4][C:3]=1[C:9]([C:17]1[CH:22]=[CH:21][C:20]([Cl:23])=[CH:19][CH:18]=1)=[N:10][S:11]([C:13]([CH3:16])([CH3:15])[CH3:14])=[O:12].O.[BH4-].[Na+]. (5) The reactants are: [C:18]1(P([C:14]2[CH:19]=[CH:18][CH:17]=[CH:16]C=2)[C:18]2[CH:19]=[CH:14]C=[CH:16][CH:17]=2)[CH:19]=[CH:14]C=[CH:16][CH:17]=1.C1(O)CCCC1.N(C(OC(C)C)=O)=NC(OC(C)C)=O.[Br:40][C:41]1[C:46]([OH:47])=[CH:45][CH:44]=[CH:43][N:42]=1. Given the product [Br:40][C:41]1[C:46]([O:47][CH:14]2[CH2:19][CH2:18][CH2:17][CH2:16]2)=[CH:45][CH:44]=[CH:43][N:42]=1, predict the reactants needed to synthesize it. (6) Given the product [CH3:18][N:17]([CH3:19])[CH2:16][CH2:15][O:1][C:2]1[CH:3]=[CH:4][C:5]([C:6]([O:8][CH2:9][CH3:10])=[O:7])=[CH:11][CH:12]=1, predict the reactants needed to synthesize it. The reactants are: [OH:1][C:2]1[CH:12]=[CH:11][C:5]([C:6]([O:8][CH2:9][CH3:10])=[O:7])=[CH:4][CH:3]=1.Cl.Cl[CH2:15][CH2:16][N:17]([CH3:19])[CH3:18].C([O-])([O-])=O.[K+].[K+].